From a dataset of Reaction yield outcomes from USPTO patents with 853,638 reactions. Predict the reaction yield, written as a fraction of the theoretical maximum amount of product (1.0 means a 100% yield; for example, 0.34 means a 34% yield). (1) The reactants are [N+:1]([C:4]1[CH:9]=[CH:8][CH:7]=[CH:6][C:5]=1[CH2:10][C:11]#[N:12])([O-])=O. The catalyst is [Pd].C(O)(=O)C. The product is [NH2:1][C:4]1[CH:9]=[CH:8][CH:7]=[CH:6][C:5]=1[CH2:10][C:11]#[N:12]. The yield is 0.550. (2) The reactants are [F:1][C:2]1[C:7]([NH2:8])=[CH:6][CH:5]=[C:4]([F:9])[C:3]=1[NH:10][C:11]1[C:16]([C:17]2[N:25]=[CH:24][N:23]=[C:22]3[C:18]=2[N:19]=[CH:20][N:21]3[CH:26]2[CH2:31][CH2:30][CH2:29][CH2:28][O:27]2)=[CH:15][CH:14]=[CH:13][N:12]=1.[CH2:32]([S:35](Cl)(=[O:37])=[O:36])[CH2:33][CH3:34].N1C=CC=CC=1. The catalyst is ClCCl. The product is [F:1][C:2]1[C:3]([NH:10][C:11]2[C:16]([C:17]3[N:25]=[CH:24][N:23]=[C:22]4[C:18]=3[N:19]=[CH:20][N:21]4[CH:26]3[CH2:31][CH2:30][CH2:29][CH2:28][O:27]3)=[CH:15][CH:14]=[CH:13][N:12]=2)=[C:4]([F:9])[CH:5]=[CH:6][C:7]=1[NH:8][S:35]([CH2:32][CH2:33][CH3:34])(=[O:37])=[O:36]. The yield is 0.940. (3) The reactants are CC1(C)C(C)(C)OB([C:9]2[C:10]([NH:15]C(=O)OC(C)(C)C)=[N:11][CH:12]=[CH:13][CH:14]=2)O1.Br[C:25]1[S:33][C:28]2[C:29](=[O:32])[NH:30][CH2:31][C:27]=2[CH:26]=1. The catalyst is CCCCO.C([O-])([O-])=O.[Na+].[Na+].C1C=CC([P]([Pd]([P](C2C=CC=CC=2)(C2C=CC=CC=2)C2C=CC=CC=2)([P](C2C=CC=CC=2)(C2C=CC=CC=2)C2C=CC=CC=2)[P](C2C=CC=CC=2)(C2C=CC=CC=2)C2C=CC=CC=2)(C2C=CC=CC=2)C2C=CC=CC=2)=CC=1. The product is [NH2:15][C:10]1[C:9]([C:25]2[S:33][C:28]3[C:29](=[O:32])[NH:30][CH2:31][C:27]=3[CH:26]=2)=[CH:14][CH:13]=[CH:12][N:11]=1. The yield is 0.720. (4) The reactants are [CH2:1]([O:8][C:9]1[C:17]([C:18]2[NH:23][C:22](=[O:24])[C:21]([C:25]([O:27]C)=[O:26])=[C:20]([OH:29])[C:19]=2[CH2:30][CH3:31])=[CH:16][CH:15]=[C:14]2[C:10]=1[CH:11]=[CH:12][N:13]2[CH3:32])[C:2]1[CH:7]=[CH:6][CH:5]=[CH:4][CH:3]=1.[Li+].[I-].Cl. The catalyst is CCOC(C)=O. The product is [CH2:1]([O:8][C:9]1[C:17]([C:18]2[NH:23][C:22](=[O:24])[C:21]([C:25]([OH:27])=[O:26])=[C:20]([OH:29])[C:19]=2[CH2:30][CH3:31])=[CH:16][CH:15]=[C:14]2[C:10]=1[CH:11]=[CH:12][N:13]2[CH3:32])[C:2]1[CH:7]=[CH:6][CH:5]=[CH:4][CH:3]=1. The yield is 0.940. (5) The reactants are [C:1]1([C:7]2[CH:8]=[C:9]([CH:12]=[CH:13][CH:14]=2)[CH:10]=O)[CH:6]=[CH:5][CH:4]=[CH:3][CH:2]=1.[N+:15]([CH3:18])([O-:17])=[O:16].C([O-])(=O)C.[NH4+].[BH4-].[Na+]. The catalyst is O.C(O)(=O)C. The product is [N+:15]([CH2:18][CH2:10][C:9]1[CH:8]=[C:7]([C:1]2[CH:6]=[CH:5][CH:4]=[CH:3][CH:2]=2)[CH:14]=[CH:13][CH:12]=1)([O-:17])=[O:16]. The yield is 0.710. (6) The reactants are [N:1]1([C:10]2[S:14][C:13]([C:15]([OH:17])=O)=[C:12]([O:18][CH2:19][C:20]3[CH:25]=[CH:24][CH:23]=[CH:22][C:21]=3[CH3:26])[CH:11]=2)[C:5]2[CH:6]=[CH:7][CH:8]=[CH:9][C:4]=2[N:3]=[CH:2]1.ClC(N(C)C)=C(C)C.[NH2:35][C:36]1[CH:41]=[CH:40][CH:39]=[CH:38][CH:37]=1.C(N(C(C)C)CC)(C)C. The catalyst is ClCCl. The product is [N:1]1([C:10]2[S:14][C:13]([C:15]([NH:35][C:36]3[CH:41]=[CH:40][CH:39]=[CH:38][CH:37]=3)=[O:17])=[C:12]([O:18][CH2:19][C:20]3[CH:25]=[CH:24][CH:23]=[CH:22][C:21]=3[CH3:26])[CH:11]=2)[C:5]2[CH:6]=[CH:7][CH:8]=[CH:9][C:4]=2[N:3]=[CH:2]1. The yield is 0.730. (7) The reactants are [CH2:1]([C:3]1[C:8](=[O:9])[NH:7][C:6]([CH3:10])=[C:5]([C:11]2[S:15][C:14]([S:16](Cl)(=[O:18])=[O:17])=[CH:13][CH:12]=2)[CH:4]=1)[CH3:2].[C:20]([O:24][C:25]([N:27]1[CH2:32][CH2:31][CH:30]([CH2:33][NH-:34])[CH2:29][CH2:28]1)=[O:26])([CH3:23])([CH3:22])[CH3:21]. No catalyst specified. The product is [C:20]([O:24][C:25]([N:27]1[CH2:32][CH2:31][CH:30]([CH2:33][NH:34][S:16]([C:14]2[S:15][C:11]([C:5]3[CH:4]=[C:3]([CH2:1][CH3:2])[C:8](=[O:9])[NH:7][C:6]=3[CH3:10])=[CH:12][CH:13]=2)(=[O:18])=[O:17])[CH2:29][CH2:28]1)=[O:26])([CH3:23])([CH3:22])[CH3:21]. The yield is 0.540. (8) The reactants are [F:1][C:2]1([F:10])[CH2:5][C:4](CC#N)([CH3:6])[CH2:3]1.[OH-:11].[Na+].[CH2:13]([OH:15])[CH3:14]. The catalyst is O. The product is [F:1][C:2]1([F:10])[CH2:5][C:4]([CH2:14][C:13]([OH:11])=[O:15])([CH3:6])[CH2:3]1. The yield is 0.710. (9) The reactants are [NH2:1][C:2]1[CH:7]=[CH:6][C:5]([C:8]2[CH2:9][C@@H:10]3[N:16]([CH:17]=2)[C:15](=[O:18])[C:14]2[CH:19]=[C:20]([O:61][CH3:62])[C:21]([O:23][CH2:24][CH2:25][CH2:26][O:27][C:28]4[C:58]([O:59][CH3:60])=[CH:57][C:31]5[C:32](=[O:56])[N:33]6[CH:48]=[C:47](S(C(F)(F)F)(=O)=O)[CH2:46][C@H:34]6[C:35](=[O:45])[N:36]([CH2:37][O:38][CH2:39][CH2:40][Si:41]([CH3:44])([CH3:43])[CH3:42])[C:30]=5[CH:29]=4)=[CH:22][C:13]=2[N:12]([CH2:63][O:64][CH2:65][CH2:66][Si:67]([CH3:70])([CH3:69])[CH3:68])[C:11]3=[O:71])=[CH:4][CH:3]=1.[CH3:72][O:73][C:74]1[CH:79]=[CH:78][C:77](B(O)O)=[CH:76][CH:75]=1.C([O-])([O-])=O.[Na+].[Na+].CCOC(C)=O. The catalyst is C1(C)C=CC=CC=1.CCO.O.C1C=CC([P]([Pd]([P](C2C=CC=CC=2)(C2C=CC=CC=2)C2C=CC=CC=2)([P](C2C=CC=CC=2)(C2C=CC=CC=2)C2C=CC=CC=2)[P](C2C=CC=CC=2)(C2C=CC=CC=2)C2C=CC=CC=2)(C2C=CC=CC=2)C2C=CC=CC=2)=CC=1. The product is [NH2:1][C:2]1[CH:7]=[CH:6][C:5]([C:8]2[CH2:9][C@@H:10]3[N:16]([CH:17]=2)[C:15](=[O:18])[C:14]2[CH:19]=[C:20]([O:61][CH3:62])[C:21]([O:23][CH2:24][CH2:25][CH2:26][O:27][C:28]4[C:58]([O:59][CH3:60])=[CH:57][C:31]5[C:32](=[O:56])[N:33]6[CH:48]=[C:47]([C:77]7[CH:78]=[CH:79][C:74]([O:73][CH3:72])=[CH:75][CH:76]=7)[CH2:46][C@H:34]6[C:35](=[O:45])[N:36]([CH2:37][O:38][CH2:39][CH2:40][Si:41]([CH3:44])([CH3:43])[CH3:42])[C:30]=5[CH:29]=4)=[CH:22][C:13]=2[N:12]([CH2:63][O:64][CH2:65][CH2:66][Si:67]([CH3:70])([CH3:69])[CH3:68])[C:11]3=[O:71])=[CH:4][CH:3]=1. The yield is 0.740. (10) The reactants are [H-].[Na+].[CH3:3][N:4]([CH3:9])[CH2:5][C@@H:6]([OH:8])[CH3:7].[Cl:10][C:11]1[CH:12]=[C:13]([CH:26]=[CH:27][C:28]=1[O:29][CH2:30][C:31]1[CH:36]=[CH:35][CH:34]=[CH:33][N:32]=1)[NH:14][C:15]1[C:24]2[C:19](=[CH:20][CH:21]=[CH:22][C:23]=2F)[N:18]=[CH:17][N:16]=1.CC(N(C)C)=O. The catalyst is O1CCOCC1. The product is [Cl:10][C:11]1[CH:12]=[C:13]([NH:14][C:15]2[C:24]3[C:19](=[CH:20][CH:21]=[CH:22][C:23]=3[O:8][C@@H:6]([CH3:7])[CH2:5][N:4]([CH3:9])[CH3:3])[N:18]=[CH:17][N:16]=2)[CH:26]=[CH:27][C:28]=1[O:29][CH2:30][C:31]1[CH:36]=[CH:35][CH:34]=[CH:33][N:32]=1. The yield is 0.700.